This data is from Catalyst prediction with 721,799 reactions and 888 catalyst types from USPTO. The task is: Predict which catalyst facilitates the given reaction. (1) Reactant: [CH3:1][C:2]1[N:7]=[CH:6][C:5]([OH:8])=[CH:4][CH:3]=1.[OH-].[K+].[CH3:11]I.O. Product: [CH3:11][O:8][C:5]1[CH:4]=[CH:3][C:2]([CH3:1])=[N:7][CH:6]=1. The catalyst class is: 16. (2) Reactant: [C:1]1([CH3:18])[CH:6]=[CH:5][C:4]([S:7]([N:10]2[CH:14]=[CH:13][C:12]([C:15]([OH:17])=O)=[CH:11]2)(=[O:9])=[O:8])=[CH:3][CH:2]=1.N=C=N.Cl.Cl.[NH:24]1[C:28]2([CH2:33][CH2:32][NH:31][CH2:30][CH2:29]2)[CH2:27][NH:26]/[C:25]/1=[N:34]\[C:35]([C:37]1[C:42]([NH2:43])=[N:41][C:40]([NH2:44])=[C:39]([Cl:45])[N:38]=1)=[O:36].CN1CCOCC1. Product: [C:1]1([CH3:18])[CH:2]=[CH:3][C:4]([S:7]([N:10]2[CH:14]=[CH:13][C:12]([C:15]([N:31]3[CH2:32][CH2:33][C:28]4([NH:24]/[C:25](=[N:34]/[C:35]([C:37]5[C:42]([NH2:43])=[N:41][C:40]([NH2:44])=[C:39]([Cl:45])[N:38]=5)=[O:36])/[NH:26][CH2:27]4)[CH2:29][CH2:30]3)=[O:17])=[CH:11]2)(=[O:8])=[O:9])=[CH:5][CH:6]=1. The catalyst class is: 37. (3) Reactant: [C:1]([O:5][C:6]([NH:8][CH2:9][CH2:10][CH:11]([OH:15])[C:12]([OH:14])=[O:13])=[O:7])([CH3:4])([CH3:3])[CH3:2].[CH3:16]CN=C=NCCCN(C)C.C1C=CC2N(O)N=NC=2C=1.CCN(C(C)C)C(C)C. Product: [C:1]([O:5][C:6]([NH:8][CH2:9][CH2:10][CH:11]([OH:15])[C:12]([O:14][CH3:16])=[O:13])=[O:7])([CH3:4])([CH3:2])[CH3:3]. The catalyst class is: 5.